This data is from Full USPTO retrosynthesis dataset with 1.9M reactions from patents (1976-2016). The task is: Predict the reactants needed to synthesize the given product. (1) Given the product [CH:28]([NH:1][CH:2]1[CH2:3][N:4]([C:6]([C:8]2[CH:9]=[C:10]([CH:23]=[CH:24][C:25]=2[F:26])[CH2:11][C:12]2[C:21]3[C:16](=[CH:17][CH:18]=[CH:19][CH:20]=3)[C:15](=[O:22])[NH:14][N:13]=2)=[O:7])[CH2:5]1)([CH2:29][CH3:30])[CH3:27], predict the reactants needed to synthesize it. The reactants are: [NH2:1][CH:2]1[CH2:5][N:4]([C:6]([C:8]2[CH:9]=[C:10]([CH:23]=[CH:24][C:25]=2[F:26])[CH2:11][C:12]2[C:21]3[C:16](=[CH:17][CH:18]=[CH:19][CH:20]=3)[C:15](=[O:22])[NH:14][N:13]=2)=[O:7])[CH2:3]1.[CH3:27][C:28](=O)[CH2:29][CH3:30].C(O[BH-](OC(=O)C)OC(=O)C)(=O)C.[Na+]. (2) Given the product [NH2:15][C:14]1[CH:13]=[CH:12][C:11](/[CH:18]=[C:19](/[C:23]2[CH:28]=[CH:27][CH:26]=[CH:25][CH:24]=2)\[C:20](=[O:22])[CH3:21])=[CH:10][C:9]=1[O:8][CH2:1][C:2]1[CH:3]=[CH:4][CH:5]=[CH:6][CH:7]=1, predict the reactants needed to synthesize it. The reactants are: [CH2:1]([O:8][C:9]1[CH:10]=[C:11](/[CH:18]=[C:19](/[C:23]2[CH:28]=[CH:27][CH:26]=[CH:25][CH:24]=2)\[C:20](=[O:22])[CH3:21])[CH:12]=[CH:13][C:14]=1[N+:15]([O-])=O)[C:2]1[CH:7]=[CH:6][CH:5]=[CH:4][CH:3]=1.